Task: Predict the reactants needed to synthesize the given product.. Dataset: Full USPTO retrosynthesis dataset with 1.9M reactions from patents (1976-2016) (1) Given the product [F:21][C:12]1[CH:13]=[C:14]([CH:19]=[CH:20][C:11]=1[C:10]1[C:9](=[O:22])[C:3]2[C:2](=[CH:7][C:6]([OH:8])=[CH:5][CH:4]=2)[O:1][C:23]=1[C:25]([F:28])([F:27])[F:26])[C:15]([O:17][CH3:18])=[O:16], predict the reactants needed to synthesize it. The reactants are: [OH:1][C:2]1[CH:7]=[C:6]([OH:8])[CH:5]=[CH:4][C:3]=1[C:9](=[O:22])[CH2:10][C:11]1[CH:20]=[CH:19][C:14]([C:15]([O:17][CH3:18])=[O:16])=[CH:13][C:12]=1[F:21].[C:23](O[C:23]([C:25]([F:28])([F:27])[F:26])=O)([C:25]([F:28])([F:27])[F:26])=O. (2) Given the product [OH:52][C@H:6]1[C@@H:5]([OH:4])[C@H:10]([OH:11])[C@@H:9]([CH2:15][OH:16])[O:8][C@@H:7]1[O:20][C:21]1[CH:22]=[CH:23][C:24]([C:41]2[CH:50]=[C:45]([C:46]([O:48][CH3:49])=[O:47])[CH:44]=[N:43][CH:42]=2)=[CH:25][CH:26]=1, predict the reactants needed to synthesize it. The reactants are: C([O:4][C@@H:5]1[C@@H:10]([O:11]C(=O)C)[C@@H:9]([CH2:15][O:16]C(=O)C)[O:8][C@H:7]([O:20][C:21]2[CH:26]=[CH:25][C:24](B3OC(C)(C)C(C)(C)O3)=[CH:23][CH:22]=2)[C@H:6]1CC([O-])=O)(=O)C.Br[C:41]1[CH:42]=[N:43][CH:44]=[C:45]([CH:50]=1)[C:46]([O:48][CH3:49])=[O:47].C(=O)([O-])[O-:52].[Cs+].[Cs+].